Dataset: Full USPTO retrosynthesis dataset with 1.9M reactions from patents (1976-2016). Task: Predict the reactants needed to synthesize the given product. (1) Given the product [N:5]1[N:4]2[CH2:7][CH2:8][CH2:9][C:3]2=[CH:2][C:19]=1[C:18]([O:22][CH2:23][CH3:24])=[O:21], predict the reactants needed to synthesize it. The reactants are: O=[C:2]1O[N:5]=[N+:4]2[CH2:7][CH2:8][CH2:9][CH:3]12.C(OCCOCC)C.[C:18]([O:22][CH2:23][CH3:24])(=[O:21])[C:19]#C.C(=O)=O. (2) Given the product [Cl:1][C:2]1[C:3]([C:12]2[CH:17]=[CH:16][C:15]([Cl:18])=[CH:14][CH:13]=2)=[CH:4][C:5]2[N:6]([C:8](=[O:11])[N:9]([CH2:20][C:21]3[CH:26]=[N:25][C:24]([C:27]([F:30])([F:28])[F:29])=[CH:23][CH:22]=3)[N:10]=2)[N:7]=1, predict the reactants needed to synthesize it. The reactants are: [Cl:1][C:2]1[C:3]([C:12]2[CH:17]=[CH:16][C:15]([Cl:18])=[CH:14][CH:13]=2)=[CH:4][C:5]2[N:6]([C:8](=[O:11])[NH:9][N:10]=2)[N:7]=1.Cl[CH2:20][C:21]1[CH:22]=[CH:23][C:24]([C:27]([F:30])([F:29])[F:28])=[N:25][CH:26]=1.C([O-])([O-])=O.[K+].[K+].